This data is from Forward reaction prediction with 1.9M reactions from USPTO patents (1976-2016). The task is: Predict the product of the given reaction. (1) Given the reactants [N:1]1[CH:6]=[CH:5][N:4]=[CH:3][C:2]=1[C:7]([OH:9])=O.[CH2:10]([O:12][C:13]1[CH:19]=[CH:18][C:16]([NH2:17])=[C:15]([N+:20]([O-:22])=[O:21])[CH:14]=1)[CH3:11], predict the reaction product. The product is: [CH2:10]([O:12][C:13]1[CH:19]=[CH:18][C:16]([NH:17][C:7]([C:2]2[CH:3]=[N:4][CH:5]=[CH:6][N:1]=2)=[O:9])=[C:15]([N+:20]([O-:22])=[O:21])[CH:14]=1)[CH3:11]. (2) Given the reactants CS(O[CH2:6][CH2:7][CH2:8][CH2:9][NH:10][C:11](=[O:28])[CH2:12][CH2:13][C:14]1[CH:19]=[CH:18][CH:17]=[CH:16][C:15]=1[S:20][C:21]1[CH:26]=[CH:25][C:24]([Cl:27])=[CH:23][CH:22]=1)(=O)=O.Cl.[CH3:30][O:31][NH2:32].C([O-])([O-])=O.[Cs+].[Cs+], predict the reaction product. The product is: [Cl:27][C:24]1[CH:25]=[CH:26][C:21]([S:20][C:15]2[CH:16]=[CH:17][CH:18]=[CH:19][C:14]=2[CH2:13][CH2:12][C:11]([NH:10][CH2:9][CH2:8][CH2:7][CH2:6][NH:32][O:31][CH3:30])=[O:28])=[CH:22][CH:23]=1. (3) Given the reactants [CH3:1][C:2]1([CH3:19])[C:6]([CH3:8])([CH3:7])[O:5][B:4]([C:9]2[CH:14]=[CH:13][C:12]([C:15]3([NH2:18])[CH2:17][CH2:16]3)=[CH:11][CH:10]=2)[O:3]1.[C:20]([C:24]1[O:28][C:27]([C:29](O)=[O:30])=[N:26][N:25]=1)([CH3:23])([CH3:22])[CH3:21].CCCP(=O)=O.CCN(C(C)C)C(C)C, predict the reaction product. The product is: [CH3:8][C:6]1([CH3:7])[C:2]([CH3:19])([CH3:1])[O:3][B:4]([C:9]2[CH:14]=[CH:13][C:12]([C:15]3([NH:18][C:29]([C:27]4[O:28][C:24]([C:20]([CH3:23])([CH3:22])[CH3:21])=[N:25][N:26]=4)=[O:30])[CH2:17][CH2:16]3)=[CH:11][CH:10]=2)[O:5]1. (4) Given the reactants [NH2:1][C@H:2]([C:4]([O:6][CH3:7])=[O:5])[CH3:3].Cl.O.[C:10]1([S:16]([OH:19])(=[O:18])=[O:17])[CH:15]=[CH:14][CH:13]=[CH:12][CH:11]=1, predict the reaction product. The product is: [C:10]1([S:16]([OH:19])(=[O:18])=[O:17])[CH:15]=[CH:14][CH:13]=[CH:12][CH:11]=1.[CH3:7][O:6][C:4](=[O:5])[C@H:2]([CH3:3])[NH2:1]. (5) Given the reactants [NH2:1][C:2]1[C:11]2[CH:10]=[CH:9][CH:8]=[C:7](Br)[C:6]=2[N:5]=[C:4]2[CH2:13][N:14]([CH:17]3[CH2:19][CH2:18]3)[C:15](=[O:16])[C:3]=12.[F:20][C:21]1[CH:26]=[CH:25][CH:24]=[CH:23][C:22]=1B(O)O, predict the reaction product. The product is: [NH2:1][C:2]1[C:11]2[CH:10]=[CH:9][CH:8]=[C:7]([C:22]3[CH:23]=[CH:24][CH:25]=[CH:26][C:21]=3[F:20])[C:6]=2[N:5]=[C:4]2[CH2:13][N:14]([CH:17]3[CH2:19][CH2:18]3)[C:15](=[O:16])[C:3]=12. (6) Given the reactants [N:1]1[CH:6]=[CH:5][CH:4]=[N:3][C:2]=1[C:7]1[C:11]2[CH2:12][N:13](C(OC(C)(C)C)=O)[CH2:14][CH2:15][C:10]=2[N:9](COCC[Si](C)(C)C)[N:8]=1.C(O)(C(F)(F)F)=O, predict the reaction product. The product is: [N:3]1[CH:4]=[CH:5][CH:6]=[N:1][C:2]=1[C:7]1[C:11]2[CH2:12][NH:13][CH2:14][CH2:15][C:10]=2[NH:9][N:8]=1. (7) Given the reactants [CH3:1][N:2]1[C:6]([C:7]2[C:12]([F:13])=[CH:11][N:10]=[C:9]([NH2:14])[N:8]=2)=[CH:5][N:4]=[C:3]1[CH3:15].Br[C:17]1[CH:28]=[CH:27][C:20]([C:21]([N:23]2[CH2:26][CH2:25][CH2:24]2)=[O:22])=[C:19]([CH3:29])[CH:18]=1, predict the reaction product. The product is: [N:23]1([C:21]([C:20]2[CH:27]=[CH:28][C:17]([NH:14][C:9]3[N:8]=[C:7]([C:6]4[N:2]([CH3:1])[C:3]([CH3:15])=[N:4][CH:5]=4)[C:12]([F:13])=[CH:11][N:10]=3)=[CH:18][C:19]=2[CH3:29])=[O:22])[CH2:26][CH2:25][CH2:24]1.